Predict the product of the given reaction. From a dataset of Forward reaction prediction with 1.9M reactions from USPTO patents (1976-2016). (1) The product is: [CH3:28][N:4]1[C:3]([CH2:2][NH:29][CH:30]2[CH2:35][CH2:34][CH:33]([OH:36])[CH2:32][CH2:31]2)=[N:11][C:10]2[C:5]1=[N:6][C:7]([N:18]1[C:22]3[CH:23]=[CH:24][CH:25]=[CH:26][C:21]=3[N:20]=[C:19]1[CH3:27])=[N:8][C:9]=2[N:12]1[CH2:17][CH2:16][O:15][CH2:14][CH2:13]1. Given the reactants Br[CH2:2][C:3]1[N:4]([CH3:28])[C:5]2[C:10]([N:11]=1)=[C:9]([N:12]1[CH2:17][CH2:16][O:15][CH2:14][CH2:13]1)[N:8]=[C:7]([N:18]1[C:22]3[CH:23]=[CH:24][CH:25]=[CH:26][C:21]=3[N:20]=[C:19]1[CH3:27])[N:6]=2.[NH2:29][CH:30]1[CH2:35][CH2:34][CH:33]([OH:36])[CH2:32][CH2:31]1, predict the reaction product. (2) Given the reactants C([O:4][C:5]1[CH:10]=[C:9]([C:11]#[N:12])[C:8](Br)=[C:7]([C:14]#[N:15])[C:6]=1[O:16]C(=O)C)(=O)C.[CH2:20]([C:23]1[CH:28]=[CH:27][C:26](B(O)O)=[CH:25][CH:24]=1)[CH2:21][CH3:22], predict the reaction product. The product is: [OH:16][C:6]1[C:5]([OH:4])=[CH:10][C:9]([C:11]#[N:12])=[C:8]([C:26]2[CH:27]=[CH:28][C:23]([CH2:20][CH2:21][CH3:22])=[CH:24][CH:25]=2)[C:7]=1[C:14]#[N:15]. (3) Given the reactants [CH3:1][O:2][C:3]1[CH:4]=[C:5]2[C:10](=[CH:11][C:12]=1[O:13][CH2:14][CH2:15][N:16]1[CH:20]=[CH:19][N:18]=[CH:17]1)[N:9]=[CH:8][N:7]=[C:6]2[Cl:21].[C:22]([C:24]1[CH:32]=[C:31]2[C:27]([CH2:28][C:29](=[O:33])[NH:30]2)=[CH:26][CH:25]=1)#[N:23], predict the reaction product. The product is: [ClH:21].[ClH:21].[N:16]1([CH2:15][CH2:14][O:13][C:12]2[CH:11]=[C:10]3[C:5]([C:6]([CH:28]4[C:27]5[C:31](=[CH:32][C:24]([C:22]#[N:23])=[CH:25][CH:26]=5)[NH:30][C:29]4=[O:33])=[N:7][CH:8]=[N:9]3)=[CH:4][C:3]=2[O:2][CH3:1])[CH:20]=[CH:19][N:18]=[CH:17]1.